Dataset: Full USPTO retrosynthesis dataset with 1.9M reactions from patents (1976-2016). Task: Predict the reactants needed to synthesize the given product. Given the product [OH:1][C:2]1[C:7]([C:8]([NH:67][CH:60]([C:61]2[CH:62]=[CH:63][CH:64]=[CH:65][CH:66]=2)[C:57]2[CH:56]=[CH:55][C:54]([P:49]([CH3:48])(=[O:53])[O:50][CH2:51][CH3:52])=[CH:59][CH:58]=2)=[O:10])=[CH:6][N:5]=[C:4]([C:11]2[CH:16]=[CH:15][CH:14]=[CH:13][N:12]=2)[N:3]=1, predict the reactants needed to synthesize it. The reactants are: [OH:1][C:2]1[C:7]([C:8]([OH:10])=O)=[CH:6][N:5]=[C:4]([C:11]2[CH:16]=[CH:15][CH:14]=[CH:13][N:12]=2)[N:3]=1.CN(C(ON1N=NC2C=CC=NC1=2)=[N+](C)C)C.F[P-](F)(F)(F)(F)F.CCN(CC)CC.[CH3:48][P:49]([C:54]1[CH:59]=[CH:58][C:57]([CH:60]([NH2:67])[C:61]2[CH:66]=[CH:65][CH:64]=[CH:63][CH:62]=2)=[CH:56][CH:55]=1)(=[O:53])[O:50][CH2:51][CH3:52].